This data is from Peptide-MHC class I binding affinity with 185,985 pairs from IEDB/IMGT. The task is: Regression. Given a peptide amino acid sequence and an MHC pseudo amino acid sequence, predict their binding affinity value. This is MHC class I binding data. (1) The peptide sequence is ALMEITSRY. The MHC is HLA-A68:01 with pseudo-sequence HLA-A68:01. The binding affinity (normalized) is 0. (2) The peptide sequence is VLWDTPSPK. The MHC is HLA-A11:01 with pseudo-sequence HLA-A11:01. The binding affinity (normalized) is 0.854. (3) The peptide sequence is QQRPDLILV. The MHC is HLA-A29:02 with pseudo-sequence HLA-A29:02. The binding affinity (normalized) is 0.585. (4) The peptide sequence is TMPLVMAWR. The MHC is HLA-A33:01 with pseudo-sequence HLA-A33:01. The binding affinity (normalized) is 0.828.